Predict the reaction yield, written as a fraction of the theoretical maximum amount of product (1.0 means a 100% yield; for example, 0.34 means a 34% yield). From a dataset of Reaction yield outcomes from USPTO patents with 853,638 reactions. (1) The reactants are [CH3:1][O:2][C:3]1[CH:16]=[CH:15][C:14]([O:17][CH3:18])=[CH:13][C:4]=1[CH:5]=[N:6][CH2:7][CH:8]([O:11][CH3:12])[O:9][CH3:10].[BH4-].[Na+]. The catalyst is C(O)C. The product is [CH3:1][O:2][C:3]1[CH:16]=[CH:15][C:14]([O:17][CH3:18])=[CH:13][C:4]=1[CH2:5][NH:6][CH2:7][CH:8]([O:9][CH3:10])[O:11][CH3:12]. The yield is 1.00. (2) The reactants are CC[N+](S(N=C(OC)[O-])(=O)=O)(CC)CC.[CH3:16][O:17][C:18](=[O:35])[C@H:19]([C@@H:32]([CH3:34])[OH:33])[NH:20][C:21](=O)[C:22]1[CH:27]=[CH:26][C:25]([N+:28]([O-:30])=[O:29])=[CH:24][CH:23]=1. The catalyst is C1COCC1. The product is [CH3:34][CH:32]1[O:33][C:21]([C:22]2[CH:27]=[CH:26][C:25]([N+:28]([O-:30])=[O:29])=[CH:24][CH:23]=2)=[N:20][CH:19]1[C:18]([O:17][CH3:16])=[O:35]. The yield is 1.00.